From a dataset of Reaction yield outcomes from USPTO patents with 853,638 reactions. Predict the reaction yield, written as a fraction of the theoretical maximum amount of product (1.0 means a 100% yield; for example, 0.34 means a 34% yield). (1) The yield is 0.915. The product is [CH2:1]([O:8][C:9]1[CH:10]=[C:11]([CH:14]=[C:15]([O:25][CH2:26][C:27]2[CH:32]=[CH:31][CH:30]=[CH:29][CH:28]=2)[C:16]=1[O:17][CH2:18][C:19]1[CH:20]=[CH:21][CH:22]=[CH:23][CH:24]=1)[CH:12]=[O:13])[C:2]1[CH:3]=[CH:4][CH:5]=[CH:6][CH:7]=1. The reactants are [CH2:1]([O:8][C:9]1[CH:10]=[C:11]([CH:14]=[C:15]([O:25][CH2:26][C:27]2[CH:32]=[CH:31][CH:30]=[CH:29][CH:28]=2)[C:16]=1[O:17][CH2:18][C:19]1[CH:24]=[CH:23][CH:22]=[CH:21][CH:20]=1)[CH2:12][OH:13])[C:2]1[CH:7]=[CH:6][CH:5]=[CH:4][CH:3]=1.[Cr](Cl)([O-])(=O)=O.[NH+]1C=CC=CC=1. The catalyst is C(Cl)Cl. (2) The reactants are [H-].[Na+].[C:3]([O:11][CH2:12][CH3:13])(=[O:10])[CH2:4][C:5]([O:7][CH2:8][CH3:9])=[O:6].[F:14][C:15]1[CH:20]=[C:19]([O:21][CH:22]([CH3:24])[CH3:23])[CH:18]=[C:17](F)[C:16]=1[N+:26]([O-:28])=[O:27].O. The catalyst is CS(C)=O. The product is [F:14][C:15]1[C:16]([N+:26]([O-:28])=[O:27])=[C:17]([CH:4]([C:5]([O:7][CH2:8][CH3:9])=[O:6])[C:3]([O:11][CH2:12][CH3:13])=[O:10])[CH:18]=[C:19]([O:21][CH:22]([CH3:24])[CH3:23])[CH:20]=1. The yield is 0.850. (3) The reactants are [NH:1]1[CH2:7][CH2:6][CH2:5][CH:4]([O:8][CH2:9][C:10]2[C:11]([C:18]3[C:23]([Cl:24])=[CH:22][CH:21]=[CH:20][C:19]=3[Cl:25])=[N:12][O:13][C:14]=2[CH:15]2[CH2:17][CH2:16]2)[CH2:3][CH2:2]1.Br[C:27]1[CH:39]=[CH:38][C:30]2[C:31]([C:34]([O:36][CH3:37])=[O:35])=[N:32][S:33][C:29]=2[CH:28]=1.C(=O)([O-])[O-].[Cs+].[Cs+].CC(C1C=C(C(C)C)C(C2C=CC=CC=2P(C2CCCCC2)C2CCCCC2)=C(C(C)C)C=1)C. The catalyst is C1C=CC(/C=C/C(/C=C/C2C=CC=CC=2)=O)=CC=1.C1C=CC(/C=C/C(/C=C/C2C=CC=CC=2)=O)=CC=1.C1C=CC(/C=C/C(/C=C/C2C=CC=CC=2)=O)=CC=1.[Pd].[Pd].C1(C)C(C)=CC=CC=1. The product is [CH:15]1([C:14]2[O:13][N:12]=[C:11]([C:18]3[C:19]([Cl:25])=[CH:20][CH:21]=[CH:22][C:23]=3[Cl:24])[C:10]=2[CH2:9][O:8][CH:4]2[CH2:5][CH2:6][CH2:7][N:1]([C:27]3[CH:39]=[CH:38][C:30]4[C:31]([C:34]([O:36][CH3:37])=[O:35])=[N:32][S:33][C:29]=4[CH:28]=3)[CH2:2][CH2:3]2)[CH2:16][CH2:17]1. The yield is 0.470.